Task: Predict the product of the given reaction.. Dataset: Forward reaction prediction with 1.9M reactions from USPTO patents (1976-2016) Given the reactants Cl.[Si]([O:9][CH2:10][CH2:11][C:12]1[S:16][C:15]([CH2:17][CH2:18][N:19]2[CH2:37][CH2:36][C:22]3([O:27][CH2:26][CH2:25][N:24]([C:28]([C:30]4[N:31]=[C:32]([CH3:35])[S:33][CH:34]=4)=[O:29])[CH2:23]3)[CH2:21][CH2:20]2)=[CH:14][CH:13]=1)(C(C)(C)C)(C)C, predict the reaction product. The product is: [OH:9][CH2:10][CH2:11][C:12]1[S:16][C:15]([CH2:17][CH2:18][N:19]2[CH2:20][CH2:21][C:22]3([O:27][CH2:26][CH2:25][N:24]([C:28]([C:30]4[N:31]=[C:32]([CH3:35])[S:33][CH:34]=4)=[O:29])[CH2:23]3)[CH2:36][CH2:37]2)=[CH:14][CH:13]=1.